Dataset: NCI-60 drug combinations with 297,098 pairs across 59 cell lines. Task: Regression. Given two drug SMILES strings and cell line genomic features, predict the synergy score measuring deviation from expected non-interaction effect. (1) Drug 1: C1=C(C(=O)NC(=O)N1)N(CCCl)CCCl. Drug 2: CC1C(C(CC(O1)OC2CC(OC(C2O)C)OC3=CC4=CC5=C(C(=O)C(C(C5)C(C(=O)C(C(C)O)O)OC)OC6CC(C(C(O6)C)O)OC7CC(C(C(O7)C)O)OC8CC(C(C(O8)C)O)(C)O)C(=C4C(=C3C)O)O)O)O. Cell line: TK-10. Synergy scores: CSS=4.36, Synergy_ZIP=-4.55, Synergy_Bliss=-4.57, Synergy_Loewe=-5.60, Synergy_HSA=-5.18. (2) Drug 1: CC1=CC2C(CCC3(C2CCC3(C(=O)C)OC(=O)C)C)C4(C1=CC(=O)CC4)C. Drug 2: CN(C)N=NC1=C(NC=N1)C(=O)N. Cell line: IGROV1. Synergy scores: CSS=15.9, Synergy_ZIP=-0.882, Synergy_Bliss=4.01, Synergy_Loewe=-4.61, Synergy_HSA=2.59. (3) Drug 1: C1C(C(OC1N2C=NC3=C(N=C(N=C32)Cl)N)CO)O. Drug 2: COC1=NC(=NC2=C1N=CN2C3C(C(C(O3)CO)O)O)N. Cell line: HCC-2998. Synergy scores: CSS=16.5, Synergy_ZIP=0.236, Synergy_Bliss=-1.46, Synergy_Loewe=-31.9, Synergy_HSA=-5.69. (4) Drug 1: CC1=C2C(C(=O)C3(C(CC4C(C3C(C(C2(C)C)(CC1OC(=O)C(C(C5=CC=CC=C5)NC(=O)OC(C)(C)C)O)O)OC(=O)C6=CC=CC=C6)(CO4)OC(=O)C)OC)C)OC. Drug 2: C1CNP(=O)(OC1)N(CCCl)CCCl. Cell line: SNB-75. Synergy scores: CSS=29.9, Synergy_ZIP=2.76, Synergy_Bliss=3.82, Synergy_Loewe=-11.6, Synergy_HSA=4.43. (5) Drug 1: CN1CCC(CC1)COC2=C(C=C3C(=C2)N=CN=C3NC4=C(C=C(C=C4)Br)F)OC. Drug 2: C1=CC=C(C(=C1)C(C2=CC=C(C=C2)Cl)C(Cl)Cl)Cl. Cell line: HOP-92. Synergy scores: CSS=17.9, Synergy_ZIP=6.19, Synergy_Bliss=7.68, Synergy_Loewe=-15.0, Synergy_HSA=8.12. (6) Drug 1: CC=C1C(=O)NC(C(=O)OC2CC(=O)NC(C(=O)NC(CSSCCC=C2)C(=O)N1)C(C)C)C(C)C. Drug 2: CC1C(C(CC(O1)OC2CC(CC3=C2C(=C4C(=C3O)C(=O)C5=C(C4=O)C(=CC=C5)OC)O)(C(=O)CO)O)N)O.Cl. Cell line: NCI-H226. Synergy scores: CSS=47.5, Synergy_ZIP=-2.43, Synergy_Bliss=-4.34, Synergy_Loewe=-13.2, Synergy_HSA=-1.19. (7) Drug 1: C1CN1C2=NC(=NC(=N2)N3CC3)N4CC4. Drug 2: C1CNP(=O)(OC1)N(CCCl)CCCl. Cell line: SW-620. Synergy scores: CSS=16.7, Synergy_ZIP=-4.16, Synergy_Bliss=-2.73, Synergy_Loewe=-25.8, Synergy_HSA=-2.70.